Dataset: Reaction yield outcomes from USPTO patents with 853,638 reactions. Task: Predict the reaction yield, written as a fraction of the theoretical maximum amount of product (1.0 means a 100% yield; for example, 0.34 means a 34% yield). (1) The reactants are [CH3:1][O:2][CH2:3][CH2:4][O:5][C:6]1[CH:7]=[C:8]([C:16]2[N:20]([CH:21]3[CH2:26][CH2:25][CH2:24][CH2:23][O:22]3)[N:19]=[C:18]([CH3:27])[C:17]=2[CH2:28][OH:29])[CH:9]=[C:10]([C:12]([F:15])([F:14])[F:13])[CH:11]=1. The catalyst is ClCCl.O=[Mn]=O. The product is [CH3:1][O:2][CH2:3][CH2:4][O:5][C:6]1[CH:7]=[C:8]([C:16]2[N:20]([CH:21]3[CH2:26][CH2:25][CH2:24][CH2:23][O:22]3)[N:19]=[C:18]([CH3:27])[C:17]=2[CH:28]=[O:29])[CH:9]=[C:10]([C:12]([F:13])([F:15])[F:14])[CH:11]=1. The yield is 0.940. (2) The reactants are [NH2:1][C:2]1[C:10]([CH3:11])=[CH:9][CH:8]=[CH:7][C:3]=1[C:4]([NH2:6])=O.[H-].[H-].[H-].[H-].[Li+].[Al+3].O.[OH-].[Na+]. The catalyst is C1COCC1. The product is [NH2:6][CH2:4][C:3]1[CH:7]=[CH:8][CH:9]=[C:10]([CH3:11])[C:2]=1[NH2:1]. The yield is 0.310.